Dataset: Full USPTO retrosynthesis dataset with 1.9M reactions from patents (1976-2016). Task: Predict the reactants needed to synthesize the given product. (1) Given the product [CH3:1][O:2][C:3]1[C:8]([C:9]2[N:18]=[C:17]([CH:14]([CH3:16])[CH3:15])[O:11][N:10]=2)=[C:7]([O:12][CH3:13])[N:6]=[CH:5][N:4]=1, predict the reactants needed to synthesize it. The reactants are: [CH3:1][O:2][C:3]1[C:8]([CH:9]=[N:10][OH:11])=[C:7]([O:12][CH3:13])[N:6]=[CH:5][N:4]=1.[CH:14]([C:17]#[N:18])([CH3:16])[CH3:15]. (2) The reactants are: [F:1][C:2]1[CH:3]=[C:4]2[C:12](=[CH:13][CH:14]=1)[N:11]([CH2:15][C:16]1[CH:25]=[CH:24][C:19]([C:20]([O:22]C)=[O:21])=[CH:18][CH:17]=1)[C:10]1[CH2:9][CH2:8][C:7](=[CH2:26])[C:6](=[O:27])[C:5]2=1.[C:28]([O:32][C:33]([N:35]1[CH2:40][CH2:39][NH:38][CH2:37][CH2:36]1)=[O:34])([CH3:31])([CH3:30])[CH3:29]. Given the product [F:1][C:2]1[CH:3]=[C:4]2[C:12](=[CH:13][CH:14]=1)[N:11]([CH2:15][C:16]1[CH:17]=[CH:18][C:19]([C:20]([OH:22])=[O:21])=[CH:24][CH:25]=1)[C:10]1[CH2:9][CH2:8][CH:7]([CH2:26][N:38]3[CH2:39][CH2:40][N:35]([C:33]([O:32][C:28]([CH3:31])([CH3:29])[CH3:30])=[O:34])[CH2:36][CH2:37]3)[C:6](=[O:27])[C:5]2=1, predict the reactants needed to synthesize it. (3) The reactants are: [CH2:1]([O:3][C:4]([C:6]1[CH:7]=[N:8][C:9]2[C:14]([C:15]=1O)=[CH:13][CH:12]=[CH:11][C:10]=2[C:17]([F:20])([F:19])[F:18])=[O:5])[CH3:2].C1(C)C=CC=CC=1.O=P(Cl)(Cl)[Cl:30].C([O-])(O)=O.[Na+]. Given the product [CH2:1]([O:3][C:4]([C:6]1[CH:7]=[N:8][C:9]2[C:14]([C:15]=1[Cl:30])=[CH:13][CH:12]=[CH:11][C:10]=2[C:17]([F:20])([F:19])[F:18])=[O:5])[CH3:2], predict the reactants needed to synthesize it. (4) Given the product [CH2:15]([S:18]([C:21]1[CH:29]=[CH:28][C:24]([C:25]([NH:6][C:5]2[CH:7]=[CH:8][C:2]([Cl:1])=[C:3]([C:9]3[CH:14]=[CH:13][CH:12]=[CH:11][N:10]=3)[CH:4]=2)=[O:26])=[CH:23][CH:22]=1)(=[O:20])=[O:19])[CH:16]=[CH2:17], predict the reactants needed to synthesize it. The reactants are: [Cl:1][C:2]1[CH:8]=[CH:7][C:5]([NH2:6])=[CH:4][C:3]=1[C:9]1[CH:14]=[CH:13][CH:12]=[CH:11][N:10]=1.[CH2:15]([S:18]([C:21]1[CH:29]=[CH:28][C:24]([C:25](O)=[O:26])=[CH:23][CH:22]=1)(=[O:20])=[O:19])[CH:16]=[CH2:17]. (5) Given the product [Cl:1][C:2]1[CH:3]=[C:4]([CH:22]=[CH:23][C:24]=1[Cl:25])[CH2:5][C:6]1[N:7]=[C:8]([N:16]2[CH2:17][CH2:18][O:19][CH2:20][CH2:21]2)[S:9][C:10]=1[CH2:11][OH:12], predict the reactants needed to synthesize it. The reactants are: [Cl:1][C:2]1[CH:3]=[C:4]([CH:22]=[CH:23][C:24]=1[Cl:25])[CH2:5][C:6]1[N:7]=[C:8]([N:16]2[CH2:21][CH2:20][O:19][CH2:18][CH2:17]2)[S:9][C:10]=1[C:11](OCC)=[O:12].[H-].[H-].[H-].[H-].[Li+].[Al+3].